Dataset: Full USPTO retrosynthesis dataset with 1.9M reactions from patents (1976-2016). Task: Predict the reactants needed to synthesize the given product. (1) Given the product [Cl:1][C:2]1[CH:7]=[C:6]([Cl:8])[CH:5]=[CH:4][C:3]=1[CH2:9][N:10]([CH2:29][CH2:28][C:25]([C:26]#[N:27])([CH3:31])[CH3:24])[CH:11]1[CH2:12][CH2:13][N:14]([C:17]([O:19][C:20]([CH3:23])([CH3:22])[CH3:21])=[O:18])[CH2:15][CH2:16]1, predict the reactants needed to synthesize it. The reactants are: [Cl:1][C:2]1[CH:7]=[C:6]([Cl:8])[CH:5]=[CH:4][C:3]=1[CH2:9][NH:10][CH:11]1[CH2:16][CH2:15][N:14]([C:17]([O:19][C:20]([CH3:23])([CH3:22])[CH3:21])=[O:18])[CH2:13][CH2:12]1.[CH3:24][C:25]([CH3:31])([CH2:28][CH:29]=O)[C:26]#[N:27].C(O[BH-](OC(=O)C)OC(=O)C)(=O)C.[Na+]. (2) Given the product [CH2:1]([C:5]1[N:10]2[N:11]=[CH:12][N:13]=[C:9]2[N:8]([CH2:33][O:34][CH3:35])[C:7](=[O:14])[C:6]=1[CH2:15][C:16]1[C:21]([F:22])=[CH:20][C:19]([C:23]2[C:24]([C:29]#[N:30])=[CH:25][CH:26]=[CH:27][CH:28]=2)=[CH:18][C:17]=1[F:31])[CH2:2][CH2:3][CH3:4], predict the reactants needed to synthesize it. The reactants are: [CH2:1]([C:5]1[N:10]2[N:11]=[CH:12][N:13]=[C:9]2[NH:8][C:7](=[O:14])[C:6]=1[CH2:15][C:16]1[C:21]([F:22])=[CH:20][C:19]([C:23]2[C:24]([C:29]#[N:30])=[CH:25][CH:26]=[CH:27][CH:28]=2)=[CH:18][C:17]=1[F:31])[CH2:2][CH2:3][CH3:4].Cl[CH2:33][O:34][CH3:35].C(=O)([O-])[O-].[K+].[K+].CN(C)C=O. (3) Given the product [CH2:1]([O:3][C:4]([C:6]1[N:7]([CH2:17][CH2:16][C:15]([F:20])([F:19])[F:14])[N:8]=[CH:9][C:10]=1[N+:11]([O-:13])=[O:12])=[O:5])[CH3:2], predict the reactants needed to synthesize it. The reactants are: [CH2:1]([O:3][C:4]([C:6]1[C:10]([N+:11]([O-:13])=[O:12])=[CH:9][NH:8][N:7]=1)=[O:5])[CH3:2].[F:14][C:15]([F:20])([F:19])[CH2:16][CH2:17]I. (4) Given the product [C:14]([O:13][C:11]([N:8]1[CH:9]=[CH:10][C:2]2[C:3]([NH:4][CH2:5][CH2:6][N:1]=2)=[CH:7]1)=[O:12])([CH3:17])([CH3:16])[CH3:15], predict the reactants needed to synthesize it. The reactants are: [NH:1]1[CH2:6][CH2:5][NH:4][C:3]2[CH:7]=[N:8][CH:9]=[CH:10][C:2]1=2.[C:11](OC([O-])=O)([O:13][C:14]([CH3:17])([CH3:16])[CH3:15])=[O:12]. (5) Given the product [CH3:27][C:24]1[CH:25]=[CH:26][C:21]([C:20]([N:17]2[CH2:16][CH2:15][CH:14]([C:11]3[CH:12]=[CH:13][C:8]([C:7]4[N:34]=[C:1]([CH3:2])[O:5][N:6]=4)=[CH:9][CH:10]=3)[CH2:19][CH2:18]2)=[O:33])=[CH:22][C:23]=1[NH:28][S:29]([CH3:32])(=[O:31])=[O:30], predict the reactants needed to synthesize it. The reactants are: [C:1](Cl)(=O)[CH3:2].[OH:5]/[N:6]=[C:7](\[NH2:34])/[C:8]1[CH:13]=[CH:12][C:11]([CH:14]2[CH2:19][CH2:18][N:17]([C:20](=[O:33])[C:21]3[CH:26]=[CH:25][C:24]([CH3:27])=[C:23]([NH:28][S:29]([CH3:32])(=[O:31])=[O:30])[CH:22]=3)[CH2:16][CH2:15]2)=[CH:10][CH:9]=1.